From a dataset of Catalyst prediction with 721,799 reactions and 888 catalyst types from USPTO. Predict which catalyst facilitates the given reaction. (1) Reactant: Cl.[CH3:2][O:3][C:4]1[CH:17]=[CH:16][C:7]([C:8]([O:10][CH2:11][C:12]([NH2:15])([CH3:14])[CH3:13])=[O:9])=[CH:6][CH:5]=1.C([O-])([O-])=O.[Na+].[Na+].[C:24](Cl)(Cl)=[S:25]. Product: [CH3:2][O:3][C:4]1[CH:5]=[CH:6][C:7]([C:8]([O:10][CH2:11][C:12]([N:15]=[C:24]=[S:25])([CH3:14])[CH3:13])=[O:9])=[CH:16][CH:17]=1. The catalyst class is: 2. (2) Reactant: [NH2:1][C:2]1[C:7]([Cl:8])=[C:6]([CH3:9])[N:5]=[C:4]([CH3:10])[N:3]=1.[H-].[Na+].[CH2:13]([O:20][C:21]1[CH:28]=[CH:27][C:24]([CH2:25]Cl)=[CH:23][CH:22]=1)[C:14]1[CH:19]=[CH:18][CH:17]=[CH:16][CH:15]=1.O. Product: [ClH:8].[CH2:13]([O:20][C:21]1[CH:22]=[CH:23][C:24]([CH2:25][NH:1][C:2]2[C:7]([Cl:8])=[C:6]([CH3:9])[N:5]=[C:4]([CH3:10])[N:3]=2)=[CH:27][CH:28]=1)[C:14]1[CH:15]=[CH:16][CH:17]=[CH:18][CH:19]=1. The catalyst class is: 60. (3) Reactant: [OH:1][C:2]1[CH:7]=[CH:6][N:5]([CH:8]([CH:13]([CH3:15])[CH3:14])[C:9]([F:12])([F:11])[F:10])[C:4](=[O:16])[C:3]=1[C:17]#[N:18].[C:19](=O)([O-])[O-].[K+].[K+].CI.O. Product: [CH3:19][O:1][C:2]1[CH:7]=[CH:6][N:5]([CH:8]([CH:13]([CH3:15])[CH3:14])[C:9]([F:11])([F:12])[F:10])[C:4](=[O:16])[C:3]=1[C:17]#[N:18]. The catalyst class is: 9. (4) Reactant: [C:1]([C:5]1[CH:10]=[CH:9][C:8]([C:11]2[NH:12][C:13]([C:25]3[CH:30]=[CH:29][C:28]([F:31])=[CH:27][CH:26]=3)([CH3:24])[C:14]([C:17]3[CH:22]=[CH:21][C:20]([F:23])=[CH:19][CH:18]=3)([CH3:16])[N:15]=2)=[C:7]([O:32][CH2:33][CH3:34])[CH:6]=1)([CH3:4])([CH3:3])[CH3:2].[C:35](Cl)([Cl:37])=[O:36]. Product: [C:1]([C:5]1[CH:10]=[CH:9][C:8]([C:11]2[N:15]([C:35]([Cl:37])=[O:36])[C:14]([C:17]3[CH:22]=[CH:21][C:20]([F:23])=[CH:19][CH:18]=3)([CH3:16])[C:13]([C:25]3[CH:26]=[CH:27][C:28]([F:31])=[CH:29][CH:30]=3)([CH3:24])[N:12]=2)=[C:7]([O:32][CH2:33][CH3:34])[CH:6]=1)([CH3:2])([CH3:3])[CH3:4]. The catalyst class is: 66. (5) Reactant: [CH:1]1([C:4]([C:6]2[S:10][C:9]([NH2:11])=[N:8][C:7]=2[C:12]2[O:13][CH:14]=[CH:15][CH:16]=2)=[O:5])[CH2:3][CH2:2]1.C(N([CH2:22][CH3:23])CC)C.Br[CH2:25][C:26](Br)=[O:27].[NH:29]1[CH2:34][CH2:33][O:32][CH2:31][CH2:30]1.[CH2:35]1[CH2:39]O[CH2:37][CH2:36]1. Product: [CH:1]1([C:4]([C:6]2[S:10][C:9]([N:11]([C:26](=[O:27])[CH2:25][N:29]3[CH2:34][CH2:33][O:32][CH2:31][CH2:30]3)[C:23]3[CH:22]=[CH:37][CH:36]=[CH:35][CH:39]=3)=[N:8][C:7]=2[C:12]2[O:13][CH:14]=[CH:15][CH:16]=2)=[O:5])[CH2:2][CH2:3]1. The catalyst class is: 6. (6) Reactant: [NH:1]1[CH:5]=[CH:4][N:3]=[CH:2]1.[H-].[Na+].[C:8]([O:12][C:13]([NH:15][CH2:16][CH2:17]OS(C1C=CC(C)=CC=1)(=O)=O)=[O:14])([CH3:11])([CH3:10])[CH3:9]. Product: [C:8]([O:12][C:13](=[O:14])[NH:15][CH2:16][CH2:17][N:1]1[CH:5]=[CH:4][N:3]=[CH:2]1)([CH3:11])([CH3:10])[CH3:9]. The catalyst class is: 3. (7) Reactant: Cl[C:2]1C=CC=C(C(OO)=O)C=1.[CH3:12][O:13][C:14]1[CH:19]=[CH:18][C:17]([CH2:20][N:21]2[C:29]3[CH:28]=[CH:27][CH:26]=[C:25]([N:30]([CH3:39])[C:31]4[CH:36]=[CH:35][N:34]=[C:33](SC)[N:32]=4)[C:24]=3[C:23]([CH3:40])=[N:22]2)=[CH:16][CH:15]=1.[S:41](S([O-])=O)([O-:44])(=O)=[O:42].[Na+].[Na+]. Product: [CH3:12][O:13][C:14]1[CH:15]=[CH:16][C:17]([CH2:20][N:21]2[C:29]3[CH:28]=[CH:27][CH:26]=[C:25]([N:30]([CH3:39])[C:31]4[CH:36]=[CH:35][N:34]=[C:33]([S:41]([CH3:2])(=[O:44])=[O:42])[N:32]=4)[C:24]=3[C:23]([CH3:40])=[N:22]2)=[CH:18][CH:19]=1. The catalyst class is: 3.